This data is from Full USPTO retrosynthesis dataset with 1.9M reactions from patents (1976-2016). The task is: Predict the reactants needed to synthesize the given product. Given the product [F:11][C:12]1[CH:17]=[C:16]([S:18]([CH3:21])(=[O:20])=[O:19])[CH:15]=[CH:14][C:13]=1[C:22]1[CH:23]=[CH:24][C:25]([O:28][CH2:29][CH:30]2[CH2:35][CH2:34][N:33]([C:37]([O:39][CH:40]([CH3:42])[CH3:41])=[O:38])[CH2:32][CH2:31]2)=[CH:26][CH:27]=1, predict the reactants needed to synthesize it. The reactants are: C(N(C(C)C)CC)(C)C.Cl.[F:11][C:12]1[CH:17]=[C:16]([S:18]([CH3:21])(=[O:20])=[O:19])[CH:15]=[CH:14][C:13]=1[C:22]1[CH:27]=[CH:26][C:25]([O:28][CH2:29][CH:30]2[CH2:35][CH2:34][NH:33][CH2:32][CH2:31]2)=[CH:24][CH:23]=1.Cl[C:37]([O:39][CH:40]([CH3:42])[CH3:41])=[O:38].